From a dataset of Catalyst prediction with 721,799 reactions and 888 catalyst types from USPTO. Predict which catalyst facilitates the given reaction. (1) Reactant: [CH2:1]([O:8][C:9]([NH:11][CH:12]([CH:61]([CH3:63])[CH3:62])[C:13]([NH:15][CH2:16][C:17]([O:19][CH:20]1[CH:24]([C:25](C)(C)[O:26][SiH2]C(C)(C)C)[O:23][CH:22]([N:34]2[CH:58]=[C:38]3[C:39]([NH:47][C:48]([O:50][CH2:51][O:52][C:53](=[O:57])[CH:54]([CH3:56])[CH3:55])=[O:49])=[CH:40][C:41]4[C:42](=[O:46])[NH:43][N:44]=[CH:45][C:36]([C:37]=43)=[N:35]2)[C:21]1([OH:60])[CH3:59])=[O:18])=[O:14])=[O:10])[C:2]1[CH:7]=[CH:6][CH:5]=[CH:4][CH:3]=1. Product: [CH2:1]([O:8][C:9]([NH:11][CH:12]([CH:61]([CH3:63])[CH3:62])[C:13]([NH:15][CH2:16][C:17]([O:19][CH:20]1[CH:24]([CH2:25][OH:26])[O:23][CH:22]([N:34]2[CH:58]=[C:38]3[C:39]([NH:47][C:48]([O:50][CH2:51][O:52][C:53](=[O:57])[CH:54]([CH3:56])[CH3:55])=[O:49])=[CH:40][C:41]4[C:42](=[O:46])[NH:43][N:44]=[CH:45][C:36]([C:37]=43)=[N:35]2)[C:21]1([OH:60])[CH3:59])=[O:18])=[O:14])=[O:10])[C:2]1[CH:7]=[CH:6][CH:5]=[CH:4][CH:3]=1. The catalyst class is: 1. (2) Reactant: [C:1]1([C:36]2[CH:41]=[CH:40][CH:39]=[CH:38][CH:37]=2)[CH:6]=[CH:5][C:4]([C:7]2[C:34]([Cl:35])=[CH:33][C:10]3[N:11](COCC[Si](C)(C)C)[C:12]([O:14][CH:15]4[CH2:19][CH2:18][CH:17]([C:20]([O:22]CC)=[O:21])[CH2:16]4)=[N:13][C:9]=3[CH:8]=2)=[CH:3][CH:2]=1.CCCC[N+](CCCC)(CCCC)CCCC.[F-]. Product: [C:1]1([C:36]2[CH:41]=[CH:40][CH:39]=[CH:38][CH:37]=2)[CH:2]=[CH:3][C:4]([C:7]2[C:34]([Cl:35])=[CH:33][C:10]3[NH:11][C:12]([O:14][CH:15]4[CH2:19][CH2:18][CH:17]([C:20]([OH:22])=[O:21])[CH2:16]4)=[N:13][C:9]=3[CH:8]=2)=[CH:5][CH:6]=1. The catalyst class is: 1. (3) Reactant: [Cl:1][C:2]1[C:11]2[C:6](=[CH:7][C:8]([OH:14])=[C:9]([O:12][CH3:13])[CH:10]=2)[N:5]=[CH:4][N:3]=1.C1(P(C2C=CC=CC=2)C2C=CC=CC=2)C=CC=CC=1.[F:34][CH2:35][CH2:36][N:37]1[CH2:42][CH2:41][N:40]([CH2:43][CH2:44][CH2:45]O)[CH2:39][CH2:38]1.N(C(OC(C)C)=O)=NC(OC(C)C)=O. Product: [Cl:1][C:2]1[C:11]2[C:6](=[CH:7][C:8]([O:14][CH2:45][CH2:44][CH2:43][N:40]3[CH2:39][CH2:38][N:37]([CH2:36][CH2:35][F:34])[CH2:42][CH2:41]3)=[C:9]([O:12][CH3:13])[CH:10]=2)[N:5]=[CH:4][N:3]=1. The catalyst class is: 2.